From a dataset of Retrosynthesis with 50K atom-mapped reactions and 10 reaction types from USPTO. Predict the reactants needed to synthesize the given product. (1) Given the product CCOc1cccc2c1cc(C(=O)Nc1ccc(O[C@H]3CCN(C(=O)OC(C)(C)C)C3)cc1)n2CC, predict the reactants needed to synthesize it. The reactants are: CC(C)(C)OC(=O)N1CC[C@H](Oc2ccc(N)cc2)C1.CCOc1cccc2c1cc(C(=O)O)n2CC. (2) The reactants are: COC(=O)c1ccc(C=O)cc1F.COc1cccc(CN)c1. Given the product COC(=O)c1ccc(CNCc2cccc(OC)c2)cc1F, predict the reactants needed to synthesize it. (3) Given the product CCCCN(CCCC)c1cccc(C)c1, predict the reactants needed to synthesize it. The reactants are: CCCCNCCCC.Cc1cccc(Cl)c1. (4) Given the product CC(C)Oc1cc(CN2CCC(Nc3ncnc(Cl)c3N)CC2)cc(OC(C)C)c1, predict the reactants needed to synthesize it. The reactants are: CC(C)Oc1cc(CN2CCC(N)CC2)cc(OC(C)C)c1.Nc1c(Cl)ncnc1Cl.